Task: Predict which catalyst facilitates the given reaction.. Dataset: Catalyst prediction with 721,799 reactions and 888 catalyst types from USPTO (1) Reactant: [C:1]([OH:10])(=[O:9])[C:2]1[C:3](=[CH:5][CH:6]=[CH:7][CH:8]=1)[OH:4].O1[B:16]([C@@H:17]([NH:22][C:23](=[O:36])[CH2:24][NH:25][C:26](=[O:35])[C:27]2[CH:32]=[C:31]([Cl:33])[CH:30]=[CH:29][C:28]=2[Cl:34])[CH2:18][CH:19]([CH3:21])[CH3:20])O[B:16]([C@@H:17]([NH:22][C:23](=[O:36])[CH2:24][NH:25][C:26](=[O:35])[C:27]2[CH:32]=[C:31]([Cl:33])[CH:30]=[CH:29][C:28]=2[Cl:34])[CH2:18][CH:19]([CH3:21])[CH3:20])O[B:16]1[C@@H:17]([NH:22][C:23](=[O:36])[CH2:24][NH:25][C:26](=[O:35])[C:27]1[CH:32]=[C:31]([Cl:33])[CH:30]=[CH:29][C:28]=1[Cl:34])[CH2:18][CH:19]([CH3:21])[CH3:20]. Product: [Cl:34][C:28]1[CH:29]=[CH:30][C:31]([Cl:33])=[CH:32][C:27]=1[C:26]([NH:25][CH2:24][C:23]([NH:22][C@H:17]([B:16]1[O:9][C:1](=[O:10])[C:2]2[CH:8]=[CH:7][CH:6]=[CH:5][C:3]=2[O:4]1)[CH2:18][CH:19]([CH3:21])[CH3:20])=[O:36])=[O:35]. The catalyst class is: 25. (2) Reactant: [NH2:1][C:2]1[C:7]([CH3:8])=[CH:6][C:5]([OH:9])=[CH:4][C:3]=1[CH3:10].[H-].[Na+].Cl[C:14]1[CH:19]=[CH:18][C:17]([N+:20]([O-:22])=[O:21])=[C:16]([N:23]([C:25]([O:27][C:28]([CH3:31])([CH3:30])[CH3:29])=[O:26])[CH3:24])[CH:15]=1. Product: [C:28]([O:27][C:25]([N:23]([C:16]1[CH:15]=[C:14]([O:9][C:5]2[CH:6]=[C:7]([CH3:8])[C:2]([NH2:1])=[C:3]([CH3:10])[CH:4]=2)[CH:19]=[CH:18][C:17]=1[N+:20]([O-:22])=[O:21])[CH3:24])=[O:26])([CH3:31])([CH3:29])[CH3:30]. The catalyst class is: 9. (3) Reactant: [OH-].[Na+].C[O:4][C:5](=[O:41])[C@H:6]([NH2:40])[C:7]1[CH:12]=[CH:11][C:10]([C:13]2[CH:18]=[CH:17][C:16]([C:19]([CH2:37][CH3:38])([C:22]3[CH:27]=[CH:26][C:25]([CH2:28][CH2:29][CH:30]([OH:35])[C:31]([CH3:34])([CH3:33])[CH3:32])=[C:24]([CH3:36])[CH:23]=3)[CH2:20][CH3:21])=[CH:15][C:14]=2[CH3:39])=[CH:9][CH:8]=1. Product: [NH2:40][C@H:6]([C:7]1[CH:8]=[CH:9][C:10]([C:13]2[CH:18]=[CH:17][C:16]([C:19]([CH2:20][CH3:21])([C:22]3[CH:27]=[CH:26][C:25]([CH2:28][CH2:29][CH:30]([OH:35])[C:31]([CH3:32])([CH3:33])[CH3:34])=[C:24]([CH3:36])[CH:23]=3)[CH2:37][CH3:38])=[CH:15][C:14]=2[CH3:39])=[CH:11][CH:12]=1)[C:5]([OH:41])=[O:4]. The catalyst class is: 111. (4) Reactant: [O:1]1[CH2:5][CH2:4][CH2:3][CH:2]1[CH2:6][NH:7][C:8]1[N:13]=[CH:12][C:11]([C:14]2[NH:22][C:21]3[C:20](=[O:23])[N:19]([CH2:24][CH2:25][CH3:26])[C:18](=[O:27])[N:17]([CH2:28][CH2:29][CH3:30])[C:16]=3[CH:15]=2)=[CH:10][CH:9]=1.[F:31][C:32]1[CH:37]=[CH:36][C:35]([N:38]=[C:39]=[O:40])=[CH:34][CH:33]=1. Product: [F:31][C:32]1[CH:37]=[CH:36][C:35]([NH:38][C:39](=[O:40])[N:7]([C:8]2[CH:9]=[CH:10][C:11]([C:14]3[NH:22][C:21]4[C:20](=[O:23])[N:19]([CH2:24][CH2:25][CH3:26])[C:18](=[O:27])[N:17]([CH2:28][CH2:29][CH3:30])[C:16]=4[CH:15]=3)=[CH:12][N:13]=2)[CH2:6][CH:2]2[CH2:3][CH2:4][CH2:5][O:1]2)=[CH:34][CH:33]=1. The catalyst class is: 1. (5) Reactant: [CH3:1][O:2][C:3]1[N:8]=[C:7]([C:9]2[CH:10]=[N:11][CH:12]=[C:13]([CH2:15][OH:16])[CH:14]=2)[CH:6]=[C:5]([CH2:17][O:18][CH2:19][O:20][CH3:21])[CH:4]=1.[CH2:22]([Br:29])[C:23]1[CH:28]=[CH:27][CH:26]=[CH:25][CH:24]=1. Product: [Br-:29].[CH2:22]([N+:11]1[CH:12]=[C:13]([CH2:15][OH:16])[CH:14]=[C:9]([C:7]2[CH:6]=[C:5]([CH2:17][O:18][CH2:19][O:20][CH3:21])[CH:4]=[C:3]([O:2][CH3:1])[N:8]=2)[CH:10]=1)[C:23]1[CH:28]=[CH:27][CH:26]=[CH:25][CH:24]=1. The catalyst class is: 10. (6) Reactant: [CH3:1][O:2][C:3](=[O:26])[C:4]1[CH:9]=[C:8]([NH:10][C:11](=[O:13])[CH3:12])[CH:7]=[C:6]([NH:14]C(=O)C)[C:5]=1[C:18]#[C:19][C:20]1[CH:25]=[CH:24][CH:23]=[CH:22][CH:21]=1.S(=O)(=O)(O)O.C(OCC)(=O)C. Product: [CH3:1][O:2][C:3]([C:4]1[C:5]2[CH:18]=[C:19]([C:20]3[CH:25]=[CH:24][CH:23]=[CH:22][CH:21]=3)[NH:14][C:6]=2[CH:7]=[C:8]([NH:10][C:11](=[O:13])[CH3:12])[CH:9]=1)=[O:26]. The catalyst class is: 6. (7) Reactant: [H-].[Na+].[CH3:3][S:4][C:5]1[CH:10]=[CH:9][C:8]([N:11]2[CH2:15][C@H:14]([CH2:16]OS(C)(=O)=O)[O:13][C:12]2=[O:22])=[CH:7][CH:6]=1.[NH:23]1[CH:27]=[CH:26][CH:25]=[N:24]1. Product: [CH3:3][S:4][C:5]1[CH:10]=[CH:9][C:8]([N:11]2[CH2:15][C@H:14]([CH2:16][N:23]3[CH:27]=[CH:26][CH:25]=[N:24]3)[O:13][C:12]2=[O:22])=[CH:7][CH:6]=1. The catalyst class is: 35. (8) Reactant: [Cl:1][CH:2]([Cl:37])[C:3]([N:5]1[C@H:9]([CH2:10][F:11])[C@@H:8]([C:12]2[CH:17]=[CH:16][C:15]([C:18]3[CH:23]=[CH:22][C:21]([C:24]([NH:27]C(=O)OC(C)(C)C)([CH3:26])[CH3:25])=[CH:20][CH:19]=3)=[CH:14][CH:13]=2)[O:7]C1(C)C)=[O:4].C(O)(C(F)(F)F)=O.C([O-])(O)=O.[Na+]. Product: [NH2:27][C:24]([C:21]1[CH:22]=[CH:23][C:18]([C:15]2[CH:16]=[CH:17][C:12]([C@@H:8]([OH:7])[C@H:9]([NH:5][C:3](=[O:4])[CH:2]([Cl:37])[Cl:1])[CH2:10][F:11])=[CH:13][CH:14]=2)=[CH:19][CH:20]=1)([CH3:26])[CH3:25]. The catalyst class is: 390. (9) Reactant: C=O.[C:3](O)(=O)C.[BH4-].[C:8]([Na])#[N:9].N[C:12]1[CH:17]=[C:16]([CH2:18][C:19]([OH:21])=[O:20])[CH:15]=[CH:14][C:13]=1[C:22]1[CH:27]=[CH:26][C:25]([O:28][CH2:29][C:30]2[CH:35]=[CH:34][C:33]([C:36]([F:39])([F:38])[F:37])=[C:32]([OH:40])[C:31]=2[C:41]([O:43][C:44]([CH3:47])([CH3:46])[CH3:45])=[O:42])=[CH:24][CH:23]=1. Product: [C:44]([O:43][C:41]([C:31]1[C:32]([OH:40])=[C:33]([C:36]([F:39])([F:37])[F:38])[CH:34]=[CH:35][C:30]=1[CH2:29][O:28][C:25]1[CH:24]=[CH:23][C:22]([C:13]2[CH:14]=[CH:15][C:16]([CH2:18][C:19]([OH:21])=[O:20])=[CH:17][C:12]=2[N:9]([CH3:8])[CH3:3])=[CH:27][CH:26]=1)=[O:42])([CH3:46])([CH3:45])[CH3:47]. The catalyst class is: 47. (10) Reactant: [C:1]([O:5][C:6]([N:8]1[CH2:13][CH2:12][CH:11]([CH2:14][CH2:15][N:16]2[CH2:21][CH2:20][N:19]([C:22]3[CH:27]=[CH:26][C:25]([C:28]([OH:30])=O)=[CH:24][CH:23]=3)[CH2:18][CH2:17]2)[CH2:10][CH2:9]1)=[O:7])([CH3:4])([CH3:3])[CH3:2].N.O1CCOCC1.CC[N:40](CC)CC.CN(C(ON1N=NC2C=CC=CC1=2)=[N+](C)C)C.F[P-](F)(F)(F)(F)F. Product: [C:1]([O:5][C:6]([N:8]1[CH2:9][CH2:10][CH:11]([CH2:14][CH2:15][N:16]2[CH2:17][CH2:18][N:19]([C:22]3[CH:27]=[CH:26][C:25]([C:28](=[O:30])[NH2:40])=[CH:24][CH:23]=3)[CH2:20][CH2:21]2)[CH2:12][CH2:13]1)=[O:7])([CH3:4])([CH3:3])[CH3:2]. The catalyst class is: 474.